From a dataset of NCI-60 drug combinations with 297,098 pairs across 59 cell lines. Regression. Given two drug SMILES strings and cell line genomic features, predict the synergy score measuring deviation from expected non-interaction effect. (1) Drug 1: CCN(CC)CCNC(=O)C1=C(NC(=C1C)C=C2C3=C(C=CC(=C3)F)NC2=O)C. Drug 2: CC12CCC3C(C1CCC2O)C(CC4=C3C=CC(=C4)O)CCCCCCCCCS(=O)CCCC(C(F)(F)F)(F)F. Cell line: OVCAR3. Synergy scores: CSS=-4.38, Synergy_ZIP=-0.306, Synergy_Bliss=-1.31, Synergy_Loewe=-3.25, Synergy_HSA=-2.83. (2) Drug 1: C1CCC(CC1)NC(=O)N(CCCl)N=O. Drug 2: CC1CCC2CC(C(=CC=CC=CC(CC(C(=O)C(C(C(=CC(C(=O)CC(OC(=O)C3CCCCN3C(=O)C(=O)C1(O2)O)C(C)CC4CCC(C(C4)OC)OCCO)C)C)O)OC)C)C)C)OC. Cell line: SR. Synergy scores: CSS=91.5, Synergy_ZIP=12.7, Synergy_Bliss=11.4, Synergy_Loewe=14.9, Synergy_HSA=17.3. (3) Drug 1: CN(C)N=NC1=C(NC=N1)C(=O)N. Drug 2: CC1CCC2CC(C(=CC=CC=CC(CC(C(=O)C(C(C(=CC(C(=O)CC(OC(=O)C3CCCCN3C(=O)C(=O)C1(O2)O)C(C)CC4CCC(C(C4)OC)O)C)C)O)OC)C)C)C)OC. Cell line: OVCAR-4. Synergy scores: CSS=8.97, Synergy_ZIP=-10.0, Synergy_Bliss=-7.79, Synergy_Loewe=-26.6, Synergy_HSA=-7.77.